From a dataset of NCI-60 drug combinations with 297,098 pairs across 59 cell lines. Regression. Given two drug SMILES strings and cell line genomic features, predict the synergy score measuring deviation from expected non-interaction effect. (1) Drug 1: CC12CCC(CC1=CCC3C2CCC4(C3CC=C4C5=CN=CC=C5)C)O. Drug 2: CCN(CC)CCCC(C)NC1=C2C=C(C=CC2=NC3=C1C=CC(=C3)Cl)OC. Cell line: IGROV1. Synergy scores: CSS=15.6, Synergy_ZIP=3.55, Synergy_Bliss=6.73, Synergy_Loewe=3.23, Synergy_HSA=5.54. (2) Drug 1: C1=CN(C(=O)N=C1N)C2C(C(C(O2)CO)O)O.Cl. Drug 2: CCCCC(=O)OCC(=O)C1(CC(C2=C(C1)C(=C3C(=C2O)C(=O)C4=C(C3=O)C=CC=C4OC)O)OC5CC(C(C(O5)C)O)NC(=O)C(F)(F)F)O. Cell line: TK-10. Synergy scores: CSS=34.4, Synergy_ZIP=-6.24, Synergy_Bliss=-5.81, Synergy_Loewe=-8.57, Synergy_HSA=-3.90. (3) Drug 1: C1=CC(=CC=C1CCC2=CNC3=C2C(=O)NC(=N3)N)C(=O)NC(CCC(=O)O)C(=O)O. Drug 2: CCCCC(=O)OCC(=O)C1(CC(C2=C(C1)C(=C3C(=C2O)C(=O)C4=C(C3=O)C=CC=C4OC)O)OC5CC(C(C(O5)C)O)NC(=O)C(F)(F)F)O. Cell line: A549. Synergy scores: CSS=29.7, Synergy_ZIP=-12.7, Synergy_Bliss=-7.41, Synergy_Loewe=-9.00, Synergy_HSA=-5.94. (4) Drug 1: C1CC(CNC1)C2=CC=C(C=C2)N3C=C4C=CC=C(C4=N3)C(=O)N. Drug 2: COCCOC1=C(C=C2C(=C1)C(=NC=N2)NC3=CC=CC(=C3)C#C)OCCOC. Cell line: HCT116. Synergy scores: CSS=49.9, Synergy_ZIP=-0.00271, Synergy_Bliss=-0.622, Synergy_Loewe=-1.45, Synergy_HSA=2.75. (5) Drug 1: C1=NC2=C(N=C(N=C2N1C3C(C(C(O3)CO)O)O)F)N. Drug 2: CC1=C2C(C(=O)C3(C(CC4C(C3C(C(C2(C)C)(CC1OC(=O)C(C(C5=CC=CC=C5)NC(=O)C6=CC=CC=C6)O)O)OC(=O)C7=CC=CC=C7)(CO4)OC(=O)C)O)C)OC(=O)C. Cell line: NCIH23. Synergy scores: CSS=47.3, Synergy_ZIP=-2.13, Synergy_Bliss=-1.02, Synergy_Loewe=-9.25, Synergy_HSA=-0.617. (6) Drug 1: CCC1(CC2CC(C3=C(CCN(C2)C1)C4=CC=CC=C4N3)(C5=C(C=C6C(=C5)C78CCN9C7C(C=CC9)(C(C(C8N6C=O)(C(=O)OC)O)OC(=O)C)CC)OC)C(=O)OC)O.OS(=O)(=O)O. Drug 2: CC(C)(C#N)C1=CC(=CC(=C1)CN2C=NC=N2)C(C)(C)C#N. Cell line: EKVX. Synergy scores: CSS=6.28, Synergy_ZIP=-2.52, Synergy_Bliss=1.78, Synergy_Loewe=-5.51, Synergy_HSA=-0.119. (7) Drug 1: C1CCC(CC1)NC(=O)N(CCCl)N=O. Drug 2: CC1=CC2C(CCC3(C2CCC3(C(=O)C)OC(=O)C)C)C4(C1=CC(=O)CC4)C. Cell line: HCT-15. Synergy scores: CSS=17.9, Synergy_ZIP=-6.70, Synergy_Bliss=-4.35, Synergy_Loewe=-13.5, Synergy_HSA=-6.09.